From a dataset of Catalyst prediction with 721,799 reactions and 888 catalyst types from USPTO. Predict which catalyst facilitates the given reaction. (1) Reactant: [OH:1][CH2:2][CH2:3][N:4]1[C:12]2[C:7](=[C:8]([CH2:13][CH2:14][C:15]3[CH:20]=[CH:19][C:18]([OH:21])=[CH:17][CH:16]=3)[CH:9]=[CH:10][CH:11]=2)[C:6]([O:22][C@@H:23]2[O:49][C@H:48]([CH2:50][O:51][C:52](=[O:57])[C:53]([CH3:56])([CH3:55])[CH3:54])[C@@H:40]([O:41][C:42](=[O:47])[C:43]([CH3:46])([CH3:45])[CH3:44])[C@H:32]([O:33][C:34](=[O:39])[C:35]([CH3:38])([CH3:37])[CH3:36])[C@H:24]2[O:25][C:26](=[O:31])[C:27]([CH3:30])([CH3:29])[CH3:28])=[N:5]1.[C:58](=[O:61])([O-])[O-].[Cs+].[Cs+].[I-].[Na+].Br[CH2:67][CH2:68][CH2:69][O:70][CH2:71][C:72]1[CH:77]=[CH:76][CH:75]=[CH:74][CH:73]=1. Product: [CH2:71]([O:70][CH2:69][CH2:68][CH2:67][O:21][C:18]1[CH:19]=[CH:20][C:15]([CH2:14][CH2:13][C:8]2[CH:9]=[CH:10][CH:11]=[C:12]3[C:7]=2[C:6]([O:22][C@@H:23]2[O:49][C@H:48]([CH2:50][O:51][C:52](=[O:57])[C:53]([CH3:56])([CH3:55])[CH3:54])[C@@H:40]([O:41][C:42](=[O:47])[C:43]([CH3:44])([CH3:45])[CH3:46])[C@H:32]([O:33][C:34](=[O:39])[C:35]([CH3:38])([CH3:37])[CH3:36])[C@H:24]2[O:25][C:26](=[O:31])[C:27]([CH3:28])([CH3:29])[CH3:30])=[N:5][N:4]3[CH2:3][CH2:2][O:1][C:58](=[O:61])[C:7]([CH3:12])([CH3:8])[CH3:6])=[CH:16][CH:17]=1)[C:72]1[CH:77]=[CH:76][CH:75]=[CH:74][CH:73]=1. The catalyst class is: 35. (2) Reactant: C(OC(=O)[NH:7][C:8]1[CH:13]=[C:12]([N:14]([CH2:16][CH:17]([CH3:19])[CH3:18])[CH3:15])[C:11]([Cl:20])=[CH:10][C:9]=1[NH2:21])(C)(C)C.C(O[C:28](=[O:51])[CH2:29][C:30](=O)[C:31]1[CH:36]=[CH:35][CH:34]=[C:33]([C:37]2[O:38][CH:39]=[C:40]([CH2:42][O:43]C3CCCCO3)[N:41]=2)[CH:32]=1)(C)(C)C.C(O)(C(F)(F)F)=O. Product: [Cl:20][C:11]1[C:12]([N:14]([CH2:16][CH:17]([CH3:19])[CH3:18])[CH3:15])=[CH:13][C:8]2[N:7]=[C:30]([C:31]3[CH:36]=[CH:35][CH:34]=[C:33]([C:37]4[O:38][CH:39]=[C:40]([CH2:42][OH:43])[N:41]=4)[CH:32]=3)[CH2:29][C:28](=[O:51])[NH:21][C:9]=2[CH:10]=1. The catalyst class is: 2. (3) Reactant: [Br:1][C:2]1[CH:3]=[C:4]([C:13]([O:15][CH3:16])=[O:14])[C:5]2[C:6]([CH:11]=[O:12])=[N:7][NH:8][C:9]=2[CH:10]=1.C([O-])([O-])=O.[K+].[K+].I[CH:24]([CH3:26])[CH3:25]. Product: [Br:1][C:2]1[CH:3]=[C:4]([C:13]([O:15][CH3:16])=[O:14])[C:5]2[C:6]([CH:11]=[O:12])=[N:7][N:8]([CH:24]([CH3:26])[CH3:25])[C:9]=2[CH:10]=1. The catalyst class is: 18.